From a dataset of Forward reaction prediction with 1.9M reactions from USPTO patents (1976-2016). Predict the product of the given reaction. (1) Given the reactants [CH:1]([C:4]1[CH:9]=[CH:8][C:7]([CH:10]2[C:14]3[C:15]([CH3:22])=[C:16]([NH2:21])[C:17]([CH3:20])=[C:18]([CH3:19])[C:13]=3[O:12][C:11]2([CH3:24])[CH3:23])=[CH:6][CH:5]=1)([CH3:3])[CH3:2].[CH3:25][O:26][C:27]1[CH:32]=[CH:31][C:30]([CH2:33][C:34](Cl)=[O:35])=[CH:29][CH:28]=1, predict the reaction product. The product is: [CH:1]([C:4]1[CH:9]=[CH:8][C:7]([CH:10]2[C:14]3[C:15]([CH3:22])=[C:16]([NH:21][C:34](=[O:35])[CH2:33][C:30]4[CH:31]=[CH:32][C:27]([O:26][CH3:25])=[CH:28][CH:29]=4)[C:17]([CH3:20])=[C:18]([CH3:19])[C:13]=3[O:12][C:11]2([CH3:24])[CH3:23])=[CH:6][CH:5]=1)([CH3:3])[CH3:2]. (2) The product is: [F:1][C:2]1[CH:7]=[C:6]([F:8])[CH:5]=[CH:4][C:3]=1[C:9](=[O:13])[CH2:10][C:11](=[NH:12])[NH:22][C:19]1[CH:20]=[CH:21][C:16]([O:15][CH3:14])=[CH:17][CH:18]=1. Given the reactants [F:1][C:2]1[CH:7]=[C:6]([F:8])[CH:5]=[CH:4][C:3]=1[C:9](=[O:13])[CH2:10][C:11]#[N:12].[CH3:14][O:15][C:16]1[CH:21]=[CH:20][C:19]([NH2:22])=[CH:18][CH:17]=1, predict the reaction product. (3) Given the reactants [H-].[Na+].[CH2:3]([OH:10])[C:4]1[CH:9]=[CH:8][CH:7]=[CH:6][CH:5]=1.F[C:12]1[CH:13]=[N:14][C:15]2[C:20]([C:21]=1[CH2:22][CH2:23][C:24]13[CH2:31][CH2:30][C:27]([NH:32][C:33](=[O:39])[O:34][C:35]([CH3:38])([CH3:37])[CH3:36])([CH2:28][CH2:29]1)[CH2:26][O:25]3)=[N:19][C:18]([O:40][CH3:41])=[CH:17][CH:16]=2, predict the reaction product. The product is: [CH2:3]([O:10][C:12]1[CH:13]=[N:14][C:15]2[C:20]([C:21]=1[CH2:22][CH2:23][C:24]13[CH2:29][CH2:28][C:27]([NH:32][C:33](=[O:39])[O:34][C:35]([CH3:38])([CH3:36])[CH3:37])([CH2:30][CH2:31]1)[CH2:26][O:25]3)=[N:19][C:18]([O:40][CH3:41])=[CH:17][CH:16]=2)[C:4]1[CH:9]=[CH:8][CH:7]=[CH:6][CH:5]=1. (4) Given the reactants [CH3:1][S:2][C:3]1[N:4]=[CH:5][C:6]2[C:15](=[O:16])[N:14]([C:17]3[CH:22]=[CH:21][CH:20]=[C:19]([C:23]4[N:24]=[N:25][NH:26][N:27]=4)[CH:18]=3)[CH2:13][C@H:12]3[N:8]([CH2:9][CH2:10][CH2:11]3)[C:7]=2[N:28]=1.[C:29](=O)([O-])[O-].[K+].[K+].CI.O, predict the reaction product. The product is: [CH3:29][N:25]1[N:26]=[N:27][C:23]([C:19]2[CH:18]=[C:17]([N:14]3[CH2:13][C@H:12]4[N:8]([CH2:9][CH2:10][CH2:11]4)[C:7]4[N:28]=[C:3]([S:2][CH3:1])[N:4]=[CH:5][C:6]=4[C:15]3=[O:16])[CH:22]=[CH:21][CH:20]=2)=[N:24]1.[CH3:29][N:27]1[C:23]([C:19]2[CH:18]=[C:17]([N:14]3[CH2:13][C@H:12]4[N:8]([CH2:9][CH2:10][CH2:11]4)[C:7]4[N:28]=[C:3]([S:2][CH3:1])[N:4]=[CH:5][C:6]=4[C:15]3=[O:16])[CH:22]=[CH:21][CH:20]=2)=[N:24][N:25]=[N:26]1. (5) Given the reactants [Cl:1][C:2]1[CH:7]=[CH:6][CH:5]=[C:4]([Cl:8])[C:3]=1[CH2:9][S:10]([C:13]1[CH:14]=[C:15]2[C:19](=[CH:20][CH:21]=1)[NH:18][C:17](=[O:22])/[C:16]/2=[CH:23]\[C:24]1[NH:28][C:27]([CH3:29])=[C:26]([CH2:30][C:31](O)=[O:32])[C:25]=1[CH3:34])(=[O:12])=[O:11].C1C=CC2N(O)N=NC=2C=1.CCN=C=NCCCN(C)C.Cl.[C:57]([O:61][C:62]([N:64]1[CH2:69][CH2:68][N:67]([CH2:70][CH2:71][NH2:72])[CH2:66][CH2:65]1)=[O:63])([CH3:60])([CH3:59])[CH3:58], predict the reaction product. The product is: [C:57]([O:61][C:62]([N:64]1[CH2:65][CH2:66][N:67]([CH2:70][CH2:71][NH:72][C:31](=[O:32])[CH2:30][C:26]2[C:25]([CH3:34])=[C:24](/[CH:23]=[C:16]3\[C:17](=[O:22])[NH:18][C:19]4[C:15]\3=[CH:14][C:13]([S:10]([CH2:9][C:3]3[C:2]([Cl:1])=[CH:7][CH:6]=[CH:5][C:4]=3[Cl:8])(=[O:12])=[O:11])=[CH:21][CH:20]=4)[NH:28][C:27]=2[CH3:29])[CH2:68][CH2:69]1)=[O:63])([CH3:60])([CH3:59])[CH3:58].